Dataset: Reaction yield outcomes from USPTO patents with 853,638 reactions. Task: Predict the reaction yield, written as a fraction of the theoretical maximum amount of product (1.0 means a 100% yield; for example, 0.34 means a 34% yield). The yield is 0.940. The reactants are Cl[CH2:2][CH2:3][NH:4][C:5]([NH:7][C:8]1[CH:13]=[CH:12][C:11]([C:14]#[C:15][C:16]2[N:17]([CH2:29][CH3:30])[C:18]3[C:23]([C:24]=2[C:25]#[N:26])=[CH:22][CH:21]=[C:20]([O:27][CH3:28])[CH:19]=3)=[CH:10][CH:9]=1)=[O:6].C([O-])([O-])=O.[K+].[K+].CN(C=O)C. The catalyst is CCOC(C)=O. The product is [CH2:29]([N:17]1[C:18]2[C:23](=[CH:22][CH:21]=[C:20]([O:27][CH3:28])[CH:19]=2)[C:24]([C:25]#[N:26])=[C:16]1[C:15]#[C:14][C:11]1[CH:12]=[CH:13][C:8]([N:7]2[CH2:2][CH2:3][NH:4][C:5]2=[O:6])=[CH:9][CH:10]=1)[CH3:30].